This data is from Full USPTO retrosynthesis dataset with 1.9M reactions from patents (1976-2016). The task is: Predict the reactants needed to synthesize the given product. (1) Given the product [N:17]1[CH:18]=[CH:19][CH:20]=[CH:21][C:16]=1[N:6]1[C:5]2[CH:4]=[C:3]([OH:2])[CH:15]=[CH:14][C:13]=2[C:12]2[C:7]1=[CH:8][CH:9]=[CH:10][CH:11]=2, predict the reactants needed to synthesize it. The reactants are: C[O:2][C:3]1[CH:15]=[CH:14][C:13]2[C:12]3[C:7](=[CH:8][CH:9]=[CH:10][CH:11]=3)[N:6]([C:16]3[CH:21]=[CH:20][CH:19]=[CH:18][N:17]=3)[C:5]=2[CH:4]=1.Cl.[NH+]1C=CC=CC=1. (2) Given the product [NH2:18][C@@H:3]([C@H:4]([C:8]1[CH:9]=[CH:10][C:11]([C:14]([F:15])([F:16])[F:17])=[CH:12][CH:13]=1)/[CH:5]=[CH:6]/[CH3:7])[CH2:2][OH:1], predict the reactants needed to synthesize it. The reactants are: [OH:1][CH2:2][C@@H:3]([NH:18]C(=O)OC(C)(C)C)[C@H:4]([C:8]1[CH:13]=[CH:12][C:11]([C:14]([F:17])([F:16])[F:15])=[CH:10][CH:9]=1)/[CH:5]=[CH:6]/[CH3:7].C(O)(C(F)(F)F)=O.